From a dataset of Cav3 T-type calcium channel HTS with 100,875 compounds. Binary Classification. Given a drug SMILES string, predict its activity (active/inactive) in a high-throughput screening assay against a specified biological target. The molecule is O=c1n(CC(C)C)c(N)c(c(=O)n1C)C(=O)COC(=O)c1nc2c(cc1)cccc2. The result is 0 (inactive).